From a dataset of Full USPTO retrosynthesis dataset with 1.9M reactions from patents (1976-2016). Predict the reactants needed to synthesize the given product. (1) Given the product [N+:9]([C:6]1[CH:7]=[CH:8][C:3]([OH:2])=[C:4]([C:12]2[S:16][CH:15]=[N:14][CH:13]=2)[CH:5]=1)([O-:11])=[O:10], predict the reactants needed to synthesize it. The reactants are: C[O:2][C:3]1[CH:8]=[CH:7][C:6]([N+:9]([O-:11])=[O:10])=[CH:5][C:4]=1[C:12]1[S:16][CH:15]=[N:14][CH:13]=1.[S-2].[Na+].[Na+]. (2) Given the product [CH3:35][O:30][C:29]([C:2]1[CH:3]=[CH:4][CH:5]=[C:6]2[C:11]=1[N:10]=[CH:9][CH:8]=[C:7]2[C:12]1[CH2:16][C:15]([C:21]2[CH:26]=[C:25]([Cl:27])[CH:24]=[C:23]([Cl:28])[CH:22]=2)([C:17]([F:20])([F:19])[F:18])[O:14][N:13]=1)=[O:32], predict the reactants needed to synthesize it. The reactants are: Br[C:2]1[CH:3]=[CH:4][CH:5]=[C:6]2[C:11]=1[N:10]=[CH:9][CH:8]=[C:7]2[C:12]1[CH2:16][C:15]([C:21]2[CH:26]=[C:25]([Cl:27])[CH:24]=[C:23]([Cl:28])[CH:22]=2)([C:17]([F:20])([F:19])[F:18])[O:14][N:13]=1.[C:29](=[O:32])([O-])[O-:30].[Na+].[Na+].[CH3:35]O. (3) The reactants are: [Cl:1][C:2]1[CH:7]=[CH:6][C:5]([CH2:8][C:9](Cl)=[O:10])=[CH:4][CH:3]=1.C[Si](C)(C)[O:14][CH:15]=C(O[Si](C)(C)C)O[Si](C)(C)C.Cl. Given the product [Cl:1][C:2]1[CH:7]=[CH:6][C:5]([CH2:8][C:9]([CH2:15][OH:14])=[O:10])=[CH:4][CH:3]=1, predict the reactants needed to synthesize it. (4) Given the product [CH3:1][O:2][C:3]1[CH:4]=[C:5]2[C:10](=[CH:11][CH:12]=1)[C:9]([O:13][C:26]1[CH:33]=[CH:32][C:29]([CH:30]=[O:31])=[CH:28][CH:27]=1)=[C:8]([C:14]1[CH:15]=[CH:16][CH:17]=[CH:18][CH:19]=1)[C:7]([CH2:20][CH2:21][CH3:22])=[CH:6]2, predict the reactants needed to synthesize it. The reactants are: [CH3:1][O:2][C:3]1[CH:4]=[C:5]2[C:10](=[CH:11][CH:12]=1)[C:9]([OH:13])=[C:8]([C:14]1[CH:19]=[CH:18][CH:17]=[CH:16][CH:15]=1)[C:7]([CH2:20][CH2:21][CH3:22])=[CH:6]2.[H-].[Na+].F[C:26]1[CH:33]=[CH:32][C:29]([CH:30]=[O:31])=[CH:28][CH:27]=1.